From a dataset of Reaction yield outcomes from USPTO patents with 853,638 reactions. Predict the reaction yield, written as a fraction of the theoretical maximum amount of product (1.0 means a 100% yield; for example, 0.34 means a 34% yield). (1) The reactants are [Cl:1][C:2]1[CH:10]=[C:9]2[C:5]([C:6]([C:16](=[O:21])C(F)(F)F)=[CH:7][N:8]2[CH2:11][C:12]([NH:14][CH3:15])=[O:13])=[CH:4][CH:3]=1.C[Si](C)(C)[O-:24].[Na+]. The catalyst is ClCCCl. The product is [Cl:1][C:2]1[CH:10]=[C:9]2[C:5]([C:6]([C:16]([OH:21])=[O:24])=[CH:7][N:8]2[CH2:11][C:12](=[O:13])[NH:14][CH3:15])=[CH:4][CH:3]=1. The yield is 0.270. (2) The reactants are [C:1](#[N:10])[C:2]1[C:3](=[CH:6][CH:7]=[CH:8][CH:9]=1)[C:4]#[N:5].[NH2:11][OH:12].CC[OH:15]. No catalyst specified. The product is [C:1]1(=[N:10][OH:15])[C:2]2[C:3](=[CH:6][CH:7]=[CH:8][CH:9]=2)[C:4](=[N:11][OH:12])[NH:5]1. The yield is 0.854.